Dataset: Full USPTO retrosynthesis dataset with 1.9M reactions from patents (1976-2016). Task: Predict the reactants needed to synthesize the given product. (1) Given the product [Cl:1][C:2]1[CH:3]=[C:4]([C:13]2[S:17][C:16]([C:18]([OH:20])=[O:19])=[N:15][C:14]=2[C:23]2[CH:28]=[CH:27][C:26]([F:29])=[C:25]([C:30]#[N:31])[CH:24]=2)[CH:5]=[C:6]([F:8])[CH:7]=1, predict the reactants needed to synthesize it. The reactants are: [Cl:1][C:2]1[CH:3]=[C:4](B(O)O)[CH:5]=[C:6]([F:8])[CH:7]=1.Br[C:13]1[S:17][C:16]([C:18]([O:20]CC)=[O:19])=[N:15][C:14]=1[C:23]1[CH:28]=[CH:27][C:26]([F:29])=[C:25]([C:30]#[N:31])[CH:24]=1.C(=O)(O)[O-].[Na+]. (2) Given the product [Br:1][C:2]1[CH:3]=[CH:4][C:5](/[CH:8]=[CH:9]/[CH:10]=[O:11])=[CH:6][CH:7]=1, predict the reactants needed to synthesize it. The reactants are: [Br:1][C:2]1[CH:7]=[CH:6][C:5](/[CH:8]=[CH:9]/[CH2:10][OH:11])=[CH:4][CH:3]=1.[Cr](O[Cr]([O-])(=O)=O)([O-])(=O)=O.[NH+]1C=CC=CC=1.[NH+]1C=CC=CC=1.CCCCCC.